This data is from Peptide-MHC class II binding affinity with 134,281 pairs from IEDB. The task is: Regression. Given a peptide amino acid sequence and an MHC pseudo amino acid sequence, predict their binding affinity value. This is MHC class II binding data. (1) The peptide sequence is SHIMSVLDMGQGILH. The MHC is DRB1_0405 with pseudo-sequence DRB1_0405. The binding affinity (normalized) is 0.448. (2) The peptide sequence is AAYAAQGYKVLVLNPSVAAT. The binding affinity (normalized) is 0.493. The MHC is DRB1_0901 with pseudo-sequence DRB1_0901. (3) The binding affinity (normalized) is 0.121. The MHC is HLA-DPA10201-DPB11401 with pseudo-sequence HLA-DPA10201-DPB11401. The peptide sequence is DVKFPGGGQIVGGVY.